Task: Predict the reactants needed to synthesize the given product.. Dataset: Full USPTO retrosynthesis dataset with 1.9M reactions from patents (1976-2016) (1) Given the product [S:24]([CH2:23][C:19]1[CH:18]=[C:17]([NH:16][C:12]2[N:13]=[CH:14][N:15]=[C:10]([N:5]3[CH2:6][CH2:7][CH2:8][C@@H:4]3[C:3]([NH2:30])=[O:2])[N:11]=2)[CH:22]=[CH:21][CH:20]=1)(=[O:25])(=[O:26])[NH2:27], predict the reactants needed to synthesize it. The reactants are: C[O:2][CH2:3][CH:4]1C[CH2:8][CH2:7][CH2:6][N:5]1[C:10]1[N:15]=[CH:14][N:13]=[C:12]([NH:16][C:17]2[CH:18]=[C:19]([CH2:23][S:24]([NH2:27])(=[O:26])=[O:25])[CH:20]=[CH:21][CH:22]=2)[N:11]=1.ClC1N=CN=C(NC2C=C(CS(N)(=O)=O)C=CC=2)[N:30]=1.N1CCC[C@@H]1C(N)=O. (2) The reactants are: F[C:2](F)(F)C(O)=O.[N:8]1[C:17]2[C:12](=[CH:13][CH:14]=[CH:15][CH:16]=2)[CH:11]=[CH:10][C:9]=1[N:18]1[CH2:23][CH2:22][CH:21]([O:24][C:25]2[C:26]([CH:31]3[CH2:36][CH2:35][N:34](C(OC(C)(C)C)=O)[CH2:33][CH2:32]3)=N[CH:28]=[CH:29][N:30]=2)[CH2:20][CH2:19]1. Given the product [NH:34]1[CH2:33][CH2:32][CH:31]([C:26]2[C:25]([O:24][CH:21]3[CH2:20][CH2:19][N:18]([C:9]4[CH:10]=[CH:11][C:16]5[C:17](=[CH:12][CH:13]=[CH:14][CH:15]=5)[N:8]=4)[CH2:23][CH2:22]3)=[N:30][CH:29]=[CH:28][CH:2]=2)[CH2:36][CH2:35]1, predict the reactants needed to synthesize it. (3) Given the product [Cl-:1].[C:18]1([N+:17]2[N:16]=[CH:8][N:7]3[C:24]=2[C:9]2[CH:10]=[CH:11][CH:12]=[CH:13][C:14]=2[C:15]2[CH:2]=[CH:3][CH:4]=[CH:5][C:6]3=2)[CH:23]=[CH:22][CH:21]=[CH:20][CH:19]=1, predict the reactants needed to synthesize it. The reactants are: [ClH:1].[CH:2]1[C:15]2[C:6](=[N:7][C:8]([NH:16][NH:17][C:18]3[CH:23]=[CH:22][CH:21]=[CH:20][CH:19]=3)=[C:9]3[C:14]=2[CH:13]=[CH:12][CH:11]=[CH:10]3)[CH:5]=[CH:4][CH:3]=1.[CH:24](OCC)(OCC)OCC. (4) Given the product [CH2:1]([O:8][C:9]1[CH:14]=[CH:13][N:12]2[CH:17]=[N:16][N:15]=[C:11]2[CH:10]=1)[C:2]1[CH:3]=[CH:4][CH:5]=[CH:6][CH:7]=1, predict the reactants needed to synthesize it. The reactants are: [CH2:1]([O:8][C:9]1[CH:14]=[CH:13][N:12]=[C:11]([NH:15][NH2:16])[CH:10]=1)[C:2]1[CH:7]=[CH:6][CH:5]=[CH:4][CH:3]=1.[CH3:17]OC(OC)OC.CC1C=CC(S(O)(=O)=O)=CC=1. (5) Given the product [CH2:23]1[C:24]2[C:29]3=[C:28]4[C:27](=[CH:26][CH:25]=2)[C:14]([S:1][C:2]2[CH:10]=[C:9]([O:11][CH3:12])[CH:8]=[CH:7][C:3]=2[C:4]([OH:6])=[O:5])=[CH:15][CH:16]=[C:17]4[CH:18]=[CH:19][CH:20]3[CH2:21][CH2:22]1, predict the reactants needed to synthesize it. The reactants are: [SH:1][C:2]1[CH:10]=[C:9]([O:11][CH3:12])[CH:8]=[CH:7][C:3]=1[C:4]([OH:6])=[O:5].Br[C:14]1[C:27]2[C:28]3=[C:29]4[C:24](=[CH:25][CH:26]=2)[CH:23]=[CH:22][CH:21]=[C:20]4[CH:19]=[CH:18][C:17]3=[CH:16][CH:15]=1.C(=O)([O-])[O-].[K+].[K+].Cl.